This data is from Full USPTO retrosynthesis dataset with 1.9M reactions from patents (1976-2016). The task is: Predict the reactants needed to synthesize the given product. (1) Given the product [CH2:1]([O:8][C:9]1[CH:13]=[C:12]([C:14]([O:16][CH3:17])=[O:15])[N:11]([CH:19]([CH3:21])[CH3:20])[N:10]=1)[C:2]1[CH:3]=[CH:4][CH:5]=[CH:6][CH:7]=1, predict the reactants needed to synthesize it. The reactants are: [CH2:1]([O:8][C:9]1[CH:13]=[C:12]([C:14]([O:16][CH3:17])=[O:15])[NH:11][N:10]=1)[C:2]1[CH:7]=[CH:6][CH:5]=[CH:4][CH:3]=1.I[CH:19]([CH3:21])[CH3:20].C(=O)([O-])[O-].[K+].[K+].CN(C)C=O. (2) Given the product [NH:48]1[C:56]2=[N:55][CH:54]=[CH:53][CH:52]=[C:51]2[C:50]([CH:57]=[C:11]2[O:10][C:9]([NH:8][C@H:5]3[CH2:6][CH2:7][C@H:2]([OH:1])[CH2:3][CH2:4]3)=[C:13]([C:14]([O:16][CH:17]([CH3:18])[CH3:19])=[O:15])[C:12]2=[O:20])=[CH:49]1, predict the reactants needed to synthesize it. The reactants are: [OH:1][C@H:2]1[CH2:7][CH2:6][C@H:5]([NH:8][C:9]2[O:10][CH2:11][C:12](=[O:20])[C:13]=2[C:14]([O:16][CH:17]([CH3:19])[CH3:18])=[O:15])[CH2:4][CH2:3]1.C(OC(C)C)(=O)CC(OC(C)C)=O.ClCC(Cl)=O.NC[C@H]1CC[C@H](O)CC1.[NH:48]1[C:56]2[C:51](=[CH:52][CH:53]=[CH:54][N:55]=2)[C:50]([CH:57]=O)=[CH:49]1.N1CCC[C@H]1C(O)=O.